This data is from Experimentally validated miRNA-target interactions with 360,000+ pairs, plus equal number of negative samples. The task is: Binary Classification. Given a miRNA mature sequence and a target amino acid sequence, predict their likelihood of interaction. (1) The miRNA is hsa-miR-6751-5p with sequence UUGGGGGUGAGGUUGGUGUCUGG. The protein sequence of the target gene is MRPDDINPRTGLVVALVSVFLVFGFMFTVSGMKGETLGNIPLLAIGPAICLPGIAAIALARKTEGCTKWPENELLWVRKLPCFRKPKDKEVVELLRTPSDLESGKGSSDELAKKAGLRGKPPPQSQGEVSVASSINSPTPTEEGECQSLVQNGHQEETSRYLDGYCPSGSSLTYSALDVKCSARDRSECPEPEDSIFFVPQDSIIVCSYKQNSPYDRYCCYINQIQGRWDHETIV. Result: 0 (no interaction). (2) The miRNA is hsa-miR-219b-5p with sequence AGAUGUCCAGCCACAAUUCUCG. The protein sequence of the target gene is MESRGKSASSPKPDTKVPQATAEAKATPAADGKAPLTKPVKKDTQAEKQEQAAAPGPAATKKTPAKADPVLLNNHSNLKPAPTVPAAPSSPDATSEPKGPGDGAEEDESNTGGRGPWPCENLTPLLVAGGVAVATIALILGVAFLARKK. Result: 0 (no interaction). (3) The miRNA is dme-miR-303-5p with sequence UUUAGGUUUCACAGGAAACUGGU. The protein sequence of the target gene is MAENLKRLVSNETLRTLQEKLDFWLKEYNTNTCDQNLNHCLELIEQVAKVQGQLFGILTAAAQEGGRNDGVETIKSRLLPWLEASFTAASLGKSVDSKVPSLQDTFDRERHKDPSPRDRDMQQLDSNLNSTRSQCNQVQDDLVETEKNLEESKNRSAISLLAAEEEINQLKKQLKSLQAQEDARHRNTDQRSSENRRSEPWSLEERKREQWNSLKQNADQQDTEAMSDYKKQLRNLKEEIAVLSAEKSALQGRSSRSRSPSPAPRSRSCSRSRSASPSTAVKVRRPSPNRSKLSNVARKA.... Result: 0 (no interaction). (4) The miRNA is hsa-miR-6863 with sequence UAGACGUGGUGAAGGAUUGAGUG. The protein sequence of the target gene is MLAATCNKIGSPSPSPSSLSDSSSSFGKGFHPWKRSSSSSSASCNVVGSSLSSFGVSGASRNGGSSSAAAAAAAAAAAAAALVSDSFSCGGSPGSSAFSLTSSSAAAAAAAAAAAASSSPFANDYSVFQAPGVSGGSGGGGGGGGGGSSAHSQDGSHQPVFISKVHTSVDGLQGIYPRVGMAHPYESWFKPSHPGLGAAGEVGSAGASSWWDVGAGWIDVQNPNSAAALPGSLHPAAGGLQTSLHSPLGGYNSDYSGLSHSAFSSGASSHLLSPAGQHLMDGFKPVLPGSYPDSAPSPLA.... Result: 0 (no interaction). (5) The miRNA is mmu-miR-1195 with sequence UGAGUUCGAGGCCAGCCUGCUCA. The protein sequence of the target gene is MMCEVMPTISEDGRRGSALGPDEAGGELERLMVTMLTERERLLETLREAQDGLATAQLRLRELGHEKDSLQRQLSIALPQEFAALTKELNLCREQLLEREEEIAELKAERNNTRLLLEHLECLVSRHERSLRMTVVKRQAQSPGGVSSEVEVLKALKSLFEHHKALDEKVRERLRMALERVAVLEEELELSNQEALNLRDQLSRRRSGLEEPGKDGDGQTLANGLGPVGESNRRTAELEEALERQRAEVCQLRERLAVLCRQMSQLEEELGTAHRELGKAEEANSKLQRDLKEALAQRED.... Result: 1 (interaction). (6) The miRNA is hsa-miR-6785-5p with sequence UGGGAGGGCGUGGAUGAUGGUG. The protein sequence of the target gene is MAWLEDVDFLEDVPLLEDIPLLEDVPLLEDVPLLEDTSRLEDINLMEDMALLEDVDLLEDTDFLEDLDFSEAMDLREDKDFLEDMDSLEDMALLEDVDLLEDTDFLEDPDFLEAIDLREDKDFLEDMDSLEDLEAIGRCGFSGRHGFFGRRRFSGRPKLSGRLGLLGRRGFSGRLGGYWKTWIFWKTWIFWKTWIFRKTYIGWKTWIFSGRCGLTGRPGFGGRRRFFWKTLTDWKTWISFWKTLIDWKTWISFWKTLIDWKI. Result: 1 (interaction). (7) The miRNA is hsa-miR-6799-5p with sequence GGGGAGGUGUGCAGGGCUGG. The protein sequence of the target gene is MENQGTRTQQIRQVLLLFVLLGMSQAGSETWSFSVAEEMQSGSFVGNLAKDLGLKVRELSSRGARVVSNDKKQRLQLDINTGDLLLSETLDREELCGSIEPCVLHLQVLMQNPTQFLQIELQVRDINDHSPIFSEKQMLLEIPENSPVGAVFLLESAKDLDVGINAVKSYTISPNSHFHIKMRVIPDNRKYPELVLDKALDYEELPELSFILSALDGGSPPRSGTALVRVVVVDINDNSPEFEQAFYEVKIRENSILGSLILIVSAWDLDSGTNGEICYTFSHASEDIRKTFEINQKSGE.... Result: 1 (interaction). (8) Result: 0 (no interaction). The miRNA is rno-miR-434-3p with sequence UUUGAACCAUCACUCGACUCCU. The protein sequence of the target gene is MAEERPGAWFGFGFCGFGQELGSGRGRQVHSPSPLRAGVDICRVSASWSYTAFVTRGGRLELSGSASGAAGRCKDAWASEGLLAVLRAGPGPEALLQVWAAESALRGEPLWAQNVVPEAEGEDDPAGEAQAGRLPLLPCARAYVSPRAPFYRPLAPELRARQLELGAEHALLLDAAGQVFSWGGGRHGQLGHGTLEAELEPRLLEALQGLVMAEVAAGGWHSVCVSETGDIYIWGWNESGQLALPTRNLAEDGETVAREATELNEDGSQVKRTGGAEDGAPAPFIAVQPFPALLDLPMGS.... (9) The miRNA is mmu-miR-185-5p with sequence UGGAGAGAAAGGCAGUUCCUGA. The protein sequence of the target gene is MERQSRVMSEKDEYQFQHQGAVELLVFNFLLILTILTIWLFKNHRFRFLHETGGAMVYGLIMGLILRYATAPTDIESGTVYDCVKLTFSPSTLLVNITDQVYEYKYKREISQHNINPHQGNAILEKMTFDPEIFFNVLLPPIIFHAGYSLKKRHFFQNLGSILTYAFLGTAISCIVIGLIMYGFVKAMIHAGQLKNGDFHFTDCLFFGSLMSATDPVTVLAIFHELHVDPDLYTLLFGESVLNDAVAIVLTYSISIYSPKENPNAFDAAAFFQSVGNFLGIFAGSFAMGSAYAIITALLT.... Result: 0 (no interaction). (10) The protein sequence of the target gene is MLSSNTRGDCSDTAEEMTVDSRDSKDLSAQDIGEQKQQQMEDQLEDQLNDSRDPQNNNNNIDDDADEDAEFEEPEKANPQQDQDLGETEMEQEHDLQQEDLQQELPANSPSTPPRSPSSPQLIPKLEQPATPPSEPEASPCPSPSPCPTPKYPKVRLNALLASDPALKPDAKELTLPDSRLLAPPPLVKPDTQAQPEVAEPLLKPARFMCLPCGIAFSSPSTLEAHQAYYCSHRIKDTDEAGSDKSGAGGSGATAGDAAGLTGGSTEPPAKMARTGKQYGCTQCSYSADKKVSLNRHMRM.... Result: 0 (no interaction). The miRNA is dme-miR-310-3p with sequence UAUUGCACACUUCCCGGCCUUU.